Dataset: Forward reaction prediction with 1.9M reactions from USPTO patents (1976-2016). Task: Predict the product of the given reaction. (1) Given the reactants [CH3:1][C:2]1[CH:9]=[C:8]([C:10]([N:12]2[CH2:18][CH2:17][CH2:16][CH2:15][C:14]3[CH:19]=[CH:20][CH:21]=[CH:22][C:13]2=3)=[O:11])[CH:7]=[CH:6][C:3]=1[C:4]#[N:5].[BH4-].[Na+], predict the reaction product. The product is: [NH2:5][CH2:4][C:3]1[CH:6]=[CH:7][C:8]([C:10]([N:12]2[CH2:18][CH2:17][CH2:16][CH2:15][C:14]3[CH:19]=[CH:20][CH:21]=[CH:22][C:13]2=3)=[O:11])=[CH:9][C:2]=1[CH3:1]. (2) Given the reactants C([O:4][C:5](=[O:38])[CH2:6][C:7]1[CH:8]=[C:9]([CH:15]=[CH:16][C:17]=1[O:18][CH2:19][CH2:20][CH2:21][C:22]1[CH:27]=[CH:26][C:25]([O:28][CH2:29][CH2:30][CH2:31][CH:32]2[CH2:37][CH2:36][CH2:35][CH2:34][CH2:33]2)=[CH:24][CH:23]=1)[C:10]([O:12][CH2:13][CH3:14])=[O:11])C=C.N1CCOCC1, predict the reaction product. The product is: [CH:32]1([CH2:31][CH2:30][CH2:29][O:28][C:25]2[CH:26]=[CH:27][C:22]([CH2:21][CH2:20][CH2:19][O:18][C:17]3[CH:16]=[CH:15][C:9]([C:10]([O:12][CH2:13][CH3:14])=[O:11])=[CH:8][C:7]=3[CH2:6][C:5]([OH:38])=[O:4])=[CH:23][CH:24]=2)[CH2:37][CH2:36][CH2:35][CH2:34][CH2:33]1. (3) Given the reactants Br[C:2]1[S:3][CH:4]=[CH:5][C:6]=1[CH2:7][CH2:8][CH2:9][CH2:10][CH2:11][CH2:12][CH2:13][CH3:14].[Mg].Br[C:17]1[S:21][C:20]([C:22]2[CH:27]=[C:26]([O:28][CH2:29][CH2:30][CH2:31][CH2:32][CH2:33][CH2:34][CH2:35][CH3:36])[C:25]([C:37]3[S:38][C:39](Br)=[CH:40][CH:41]=3)=[CH:24][C:23]=2[O:43][CH2:44][CH2:45][CH2:46][CH2:47][CH2:48][CH2:49][CH2:50][CH3:51])=[CH:19][CH:18]=1, predict the reaction product. The product is: [CH2:7]([C:6]1[CH:5]=[CH:4][S:3][C:2]=1[C:17]1[S:21][C:20]([C:22]2[CH:27]=[C:26]([O:28][CH2:29][CH2:30][CH2:31][CH2:32][CH2:33][CH2:34][CH2:35][CH3:36])[C:25]([C:37]3[S:38][C:39]([C:2]4[S:3][CH:4]=[CH:5][C:6]=4[CH2:7][CH2:8][CH2:9][CH2:10][CH2:11][CH2:12][CH2:13][CH3:14])=[CH:40][CH:41]=3)=[CH:24][C:23]=2[O:43][CH2:44][CH2:45][CH2:46][CH2:47][CH2:48][CH2:49][CH2:50][CH3:51])=[CH:19][CH:18]=1)[CH2:8][CH2:9][CH2:10][CH2:11][CH2:12][CH2:13][CH3:14]. (4) Given the reactants [N:1]1[CH:6]=[CH:5][C:4]([N:7]2[CH2:24][CH2:23][C:10]3([CH2:15][CH2:14][N:13](C(OC(C)(C)C)=O)[CH2:12][CH2:11]3)[CH2:9][CH2:8]2)=[CH:3][CH:2]=1.C(O)(C(F)(F)F)=O, predict the reaction product. The product is: [N:1]1[CH:2]=[CH:3][C:4]([N:7]2[CH2:24][CH2:23][C:10]3([CH2:15][CH2:14][NH:13][CH2:12][CH2:11]3)[CH2:9][CH2:8]2)=[CH:5][CH:6]=1. (5) Given the reactants [Cl:1][C:2]1[C:33]([CH3:34])=[CH:32][C:5]([O:6][CH2:7][CH2:8][CH2:9][C:10]2[C:18]3[C:13](=[C:14]([C:19]4[C:20]([CH3:25])=[N:21][NH:22][C:23]=4[CH3:24])[CH:15]=[CH:16][CH:17]=3)[N:12]([CH2:26][CH2:27][C:28]([OH:30])=[O:29])[C:11]=2[CH3:31])=[CH:4][C:3]=1[CH3:35].C(=O)([O-])[O-].[Cs+].[Cs+].Br.Br[CH2:44][C:45]1[CH:50]=[CH:49][CH:48]=[CH:47][N:46]=1.O.CC#N, predict the reaction product. The product is: [Cl:1][C:2]1[C:33]([CH3:34])=[CH:32][C:5]([O:6][CH2:7][CH2:8][CH2:9][C:10]2[C:18]3[C:13](=[C:14]([C:19]4[C:23]([CH3:24])=[N:22][N:21]([CH2:44][C:45]5[CH:50]=[CH:49][CH:48]=[CH:47][N:46]=5)[C:20]=4[CH3:25])[CH:15]=[CH:16][CH:17]=3)[N:12]([CH2:26][CH2:27][C:28]([OH:30])=[O:29])[C:11]=2[CH3:31])=[CH:4][C:3]=1[CH3:35]. (6) The product is: [Cl:1][C:10]1[C:5]([OH:4])=[N:6][C:7]([C:14]2[CH:19]=[CH:18][CH:17]=[CH:16][N:15]=2)=[N:8][C:9]=1[C:11]([OH:13])=[O:12]. Given the reactants [Cl:1][O-].[Na+].[OH:4][C:5]1[CH:10]=[C:9]([C:11]([OH:13])=[O:12])[N:8]=[C:7]([C:14]2[CH:19]=[CH:18][CH:17]=[CH:16][N:15]=2)[N:6]=1.Cl.S(S([O-])=O)([O-])(=O)=O.[Na+].[Na+].[OH-].[Na+], predict the reaction product. (7) Given the reactants [CH3:1][N:2]([CH2:7][CH2:8][C:9]1[CH:10]=[C:11]2[C:15](=[CH:16][CH:17]=1)[NH:14][CH:13]=[C:12]2[S:18]([C:21]1[CH:26]=[CH:25][CH:24]=[CH:23][CH:22]=1)(=[O:20])=[O:19])C(=O)OC.NN.[OH-].[K+], predict the reaction product. The product is: [CH3:1][NH:2][CH2:7][CH2:8][C:9]1[CH:10]=[C:11]2[C:15](=[CH:16][CH:17]=1)[NH:14][CH:13]=[C:12]2[S:18]([C:21]1[CH:26]=[CH:25][CH:24]=[CH:23][CH:22]=1)(=[O:19])=[O:20]. (8) The product is: [Cl:1][C:2]1[C:7]([F:8])=[CH:6][N:5]=[C:4]2[NH:9][CH:10]=[CH:11][C:3]=12. Given the reactants [Cl:1][C:2]1[C:7]([F:8])=[CH:6][N:5]=[C:4]2[N:9]([Si](C(C)C)(C(C)C)C(C)C)[CH:10]=[CH:11][C:3]=12.[F-].C([N+](CCCC)(CCCC)CCCC)CCC, predict the reaction product. (9) Given the reactants [Br:1][C:2]1[CH:3]=[C:4]([C:11]([NH:13][CH2:14][C:15]2[C:16](=[O:23])[NH:17][C:18]([CH3:22])=[CH:19][C:20]=2[CH3:21])=[O:12])[C:5]2[CH:10]=[N:9][NH:8][C:6]=2[N:7]=1.C([O-])([O-])=O.[K+].[K+].Br[CH:31]([C:33]1[CH:38]=[CH:37][CH:36]=[CH:35][CH:34]=1)[CH3:32].O, predict the reaction product. The product is: [Br:1][C:2]1[CH:3]=[C:4]([C:11]([NH:13][CH2:14][C:15]2[C:16](=[O:23])[NH:17][C:18]([CH3:22])=[CH:19][C:20]=2[CH3:21])=[O:12])[C:5]2[CH:10]=[N:9][N:8]([CH:31]([C:33]3[CH:38]=[CH:37][CH:36]=[CH:35][CH:34]=3)[CH3:32])[C:6]=2[N:7]=1.